This data is from SARS-CoV-2 main protease (3CLPro) crystallographic fragment screen with 879 compounds. The task is: Binary Classification. Given a drug SMILES string, predict its activity (active/inactive) in a high-throughput screening assay against a specified biological target. (1) The compound is Cc1ncc(CN2CCNCC2)s1. The result is 0 (inactive). (2) The compound is CC(=O)N1CCN(C(N)=O)CC1. The result is 0 (inactive). (3) The compound is CC(=O)N1CC(C)Oc2c(F)cccc21. The result is 0 (inactive). (4) The drug is CN(CCO)S(=O)(=O)c1ccc(N)cc1. The result is 0 (inactive). (5) The compound is CC(=O)N1CCC(c2c[nH]c3ccccc23)CC1. The result is 0 (inactive). (6) The result is 0 (inactive). The drug is CNC1(C(N)=O)CCCC1. (7) The compound is N[C@@H]1CCCN(C(=O)CCC(F)(F)F)C1. The result is 0 (inactive). (8) The compound is COC(=O)[C@@H]1C[C@@H](O)CN1C(=O)c1ccco1. The result is 0 (inactive). (9) The molecule is CC(=O)Nc1ccc(CN2CCOCC2)cc1. The result is 0 (inactive).